Dataset: NCI-60 drug combinations with 297,098 pairs across 59 cell lines. Task: Regression. Given two drug SMILES strings and cell line genomic features, predict the synergy score measuring deviation from expected non-interaction effect. Synergy scores: CSS=37.1, Synergy_ZIP=3.96, Synergy_Bliss=5.73, Synergy_Loewe=-3.93, Synergy_HSA=3.15. Cell line: KM12. Drug 1: C1=CC(=C2C(=C1NCCNCCO)C(=O)C3=C(C=CC(=C3C2=O)O)O)NCCNCCO. Drug 2: CC(C)CN1C=NC2=C1C3=CC=CC=C3N=C2N.